From a dataset of Forward reaction prediction with 1.9M reactions from USPTO patents (1976-2016). Predict the product of the given reaction. (1) Given the reactants Br[C:2]1[C:10]2[O:9][CH2:8][C@@H:7]([N:11]([C:26](=[O:31])[C:27]([F:30])([F:29])[F:28])[C:12]3[CH:25]=[CH:24][C:15]4[C@H:16]([CH2:19][C:20]([O:22][CH3:23])=[O:21])[CH2:17][O:18][C:14]=4[CH:13]=3)[C:6]=2[CH:5]=[CH:4][CH:3]=1.[Cl:32][C:33]1[CH:34]=[N:35][C:36]([NH2:39])=[N:37][CH:38]=1.C1(P(C2C=CC=CC=2)C2C3OC4C(=CC=CC=4P(C4C=CC=CC=4)C4C=CC=CC=4)C(C)(C)C=3C=CC=2)C=CC=CC=1.C(=O)([O-])[O-].[Cs+].[Cs+], predict the reaction product. The product is: [Cl:32][C:33]1[CH:34]=[N:35][C:36]([NH:39][C:2]2[C:10]3[O:9][CH2:8][C@@H:7]([N:11]([C:26](=[O:31])[C:27]([F:30])([F:29])[F:28])[C:12]4[CH:25]=[CH:24][C:15]5[C@H:16]([CH2:19][C:20]([O:22][CH3:23])=[O:21])[CH2:17][O:18][C:14]=5[CH:13]=4)[C:6]=3[CH:5]=[CH:4][CH:3]=2)=[N:37][CH:38]=1. (2) Given the reactants [C:1]([O:5][C@@H:6]([C:12]1[C:13]([CH3:34])=[N:14][C:15]([CH3:33])=[C:16]([C:26]2[CH:31]=[CH:30][C:29](O)=[CH:28][CH:27]=2)[C:17]=1[N:18]1[CH2:23][CH2:22][C:21]([CH3:25])([CH3:24])[CH2:20][CH2:19]1)[C:7]([O:9]CC)=[O:8])([CH3:4])([CH3:3])[CH3:2].[C:35]1([CH3:44])[CH:40]=[CH:39][C:38]([CH2:41][CH2:42][OH:43])=[CH:37][CH:36]=1.C1C=CC(P(C2C=CC=CC=2)C2C=CC=CC=2)=CC=1.CCOC(/N=N/C(OCC)=O)=O.[OH-].[Na+], predict the reaction product. The product is: [C:1]([O:5][C@@H:6]([C:12]1[C:13]([CH3:34])=[N:14][C:15]([CH3:33])=[C:16]([C:26]2[CH:27]=[CH:28][C:29]([O:43][CH2:42][CH2:41][C:38]3[CH:39]=[CH:40][C:35]([CH3:44])=[CH:36][CH:37]=3)=[CH:30][CH:31]=2)[C:17]=1[N:18]1[CH2:19][CH2:20][C:21]([CH3:25])([CH3:24])[CH2:22][CH2:23]1)[C:7]([OH:9])=[O:8])([CH3:4])([CH3:2])[CH3:3]. (3) Given the reactants C(O)(C(F)(F)F)=O.[F:8][C:9]([F:29])([F:28])[C:10]1([C:23]([O:25][CH2:26][CH3:27])=[O:24])[CH2:15][CH2:14][N:13]([C:16](OC(C)(C)C)=O)[CH2:12][CH2:11]1.C(=O)([O-])[O-].[Na+].[Na+].ClC1[N:42]=[CH:41][C:40]([B:43]([OH:45])[OH:44])=[CH:39][N:38]=1, predict the reaction product. The product is: [CH2:26]([O:25][C:23]([C:10]1([C:9]([F:8])([F:28])[F:29])[CH2:11][CH2:12][N:13]([C:16]2[N:42]=[CH:41][C:40]([B:43]([OH:45])[OH:44])=[CH:39][N:38]=2)[CH2:14][CH2:15]1)=[O:24])[CH3:27]. (4) Given the reactants [NH2:1][CH2:2][CH:3]1[CH2:7][C:6]2[CH:8]=[C:9]([C:13]3[S:17][C:16]([C:18](=[O:20])[CH3:19])=[CH:15][CH:14]=3)[CH:10]=[C:11]([Cl:12])[C:5]=2[O:4]1.CC[N:23]=[C:24]=[N:25][CH2:26][CH2:27][CH2:28]N(C)C.[CH:32]1[CH:33]=[CH:34]C2N(O)N=NC=2[CH:37]=1.CCN(C(C)C)C(C)C.CN(C=[O:55])C, predict the reaction product. The product is: [C:18]([C:16]1[S:17][C:13]([C:9]2[CH:10]=[C:11]([Cl:12])[C:5]3[O:4][CH:3]([CH2:2][NH:1][C:37](=[O:55])/[CH:32]=[CH:33]/[C:34]4[C:24]([NH2:23])=[N:25][CH:26]=[CH:27][CH:28]=4)[CH2:7][C:6]=3[CH:8]=2)=[CH:14][CH:15]=1)(=[O:20])[CH3:19].